Dataset: Full USPTO retrosynthesis dataset with 1.9M reactions from patents (1976-2016). Task: Predict the reactants needed to synthesize the given product. (1) The reactants are: [F:1][C:2]([F:18])([F:17])[O:3][C:4]1[CH:5]=[CH:6][C:7]2[O:12][CH:11]([C:13]([OH:15])=O)[CH2:10][NH:9][C:8]=2[CH:16]=1.[C:19](=[O:36])([O:34][CH3:35])[O:20][C:21]1[CH:26]=[C:25]([NH2:27])[C:24]([Br:28])=[CH:23][C:22]=1[CH:29]1[CH2:33][CH2:32][CH2:31][CH2:30]1.N1C=CC=CC=1.C(P1(=O)OP(CCC)(=O)OP(CCC)(=O)O1)CC. Given the product [C:19](=[O:36])([O:34][CH3:35])[O:20][C:21]1[CH:26]=[C:25]([NH:27][C:13]([CH:11]2[O:12][C:7]3[CH:6]=[CH:5][C:4]([O:3][C:2]([F:1])([F:18])[F:17])=[CH:16][C:8]=3[NH:9][CH2:10]2)=[O:15])[C:24]([Br:28])=[CH:23][C:22]=1[CH:29]1[CH2:33][CH2:32][CH2:31][CH2:30]1, predict the reactants needed to synthesize it. (2) Given the product [OH:26][C:27]1[CH:32]=[CH:31][C:30]([CH2:33][C:34]([NH:36][C:37]2[CH:46]=[C:45]3[C:40]([CH2:41][CH2:42][C:43](=[CH:7][C:1]4[CH:6]=[CH:5][CH:4]=[CH:3][CH:2]=4)[C:44]3=[O:47])=[CH:39][CH:38]=2)=[O:35])=[CH:29][C:28]=1[O:48][CH3:49], predict the reactants needed to synthesize it. The reactants are: [C:1]1([C:7]2C=C(C=CC=2)N)[CH2:6][CH2:5][CH2:4][CH2:3][CH:2]=1.NC1C=C2C(CCCC2=O)=CC=1.[OH:26][C:27]1[CH:32]=[CH:31][C:30]([CH2:33][C:34]([NH:36][C:37]2[CH:46]=[C:45]3[C:40]([CH2:41][CH2:42][CH2:43][C:44]3=[O:47])=[CH:39][CH:38]=2)=[O:35])=[CH:29][C:28]=1[O:48][CH3:49].C(=O)C1C=CC=CC=1. (3) Given the product [C:28]([C:25]1[CH:24]=[CH:23][C:22]([C:15]2[C:16]3[C:21](=[CH:20][CH:19]=[CH:18][CH:17]=3)[N:13]([CH2:12][C:11]3[CH:10]=[C:9]([OH:8])[CH:39]=[C:38]([O:40][CH2:41][CH:42]4[CH2:44][CH2:43]4)[CH:37]=3)[C:14]=2[C:32]([O:34][CH2:35][CH3:36])=[O:33])=[CH:27][CH:26]=1)([CH3:31])([CH3:29])[CH3:30], predict the reactants needed to synthesize it. The reactants are: C([O:8][C:9]1[CH:10]=[C:11]([CH:37]=[C:38]([O:40][CH2:41][CH:42]2[CH2:44][CH2:43]2)[CH:39]=1)[CH2:12][N:13]1[C:21]2[C:16](=[CH:17][CH:18]=[CH:19][CH:20]=2)[C:15]([C:22]2[CH:27]=[CH:26][C:25]([C:28]([CH3:31])([CH3:30])[CH3:29])=[CH:24][CH:23]=2)=[C:14]1[C:32]([O:34][CH2:35][CH3:36])=[O:33])C1C=CC=CC=1. (4) Given the product [CH3:17][O:16][C:12]1[C:11]([C:2]2[CH:7]=[CH:6][CH:5]=[CH:4][C:3]=2[Cl:8])=[C:10]([Cl:9])[CH:15]=[CH:14][CH:13]=1, predict the reactants needed to synthesize it. The reactants are: Br[C:2]1[CH:7]=[CH:6][CH:5]=[CH:4][C:3]=1[Cl:8].[Cl:9][C:10]1[CH:15]=[CH:14][CH:13]=[C:12]([O:16][CH3:17])[C:11]=1B(O)O. (5) Given the product [F:20][C:14]([F:21])([C:2]1[CH:7]=[CH:6][C:5]([O:8][C:9]([F:12])([F:11])[F:10])=[CH:4][N:3]=1)[C:15]([O:17][CH2:18][CH3:19])=[O:16], predict the reactants needed to synthesize it. The reactants are: Br[C:2]1[CH:7]=[CH:6][C:5]([O:8][C:9]([F:12])([F:11])[F:10])=[CH:4][N:3]=1.Br[C:14]([F:21])([F:20])[C:15]([O:17][CH2:18][CH3:19])=[O:16].O. (6) Given the product [C:4]([O:3][C:1]([N:8]1[CH2:16][C@H:14]([OH:15])[CH2:13][C@H:9]1[C:10](=[O:12])[NH:42][C@:37]1([C:35]([O:34][CH2:32][CH3:33])=[O:36])[CH2:39][C@H:38]1[CH:40]=[CH2:41])=[O:2])([CH3:5])([CH3:6])[CH3:7], predict the reactants needed to synthesize it. The reactants are: [C:1]([N:8]1[CH2:16][C@H:14]([OH:15])[CH2:13][C@H:9]1[C:10]([OH:12])=O)([O:3][C:4]([CH3:7])([CH3:6])[CH3:5])=[O:2].CN1CCOCC1.C(OC(Cl)=O)C(C)C.[CH2:32]([O:34][C:35]([C@@:37]1([NH2:42])[CH2:39][C@H:38]1[CH:40]=[CH2:41])=[O:36])[CH3:33].